Dataset: Merck oncology drug combination screen with 23,052 pairs across 39 cell lines. Task: Regression. Given two drug SMILES strings and cell line genomic features, predict the synergy score measuring deviation from expected non-interaction effect. (1) Drug 1: O=C(O)C1(Cc2cccc(Nc3nccs3)n2)CCC(Oc2cccc(Cl)c2F)CC1. Drug 2: CCc1cnn2c(NCc3ccc[n+]([O-])c3)cc(N3CCCCC3CCO)nc12. Cell line: LOVO. Synergy scores: synergy=-4.43. (2) Drug 1: COC12C(COC(N)=O)C3=C(C(=O)C(C)=C(N)C3=O)N1CC1NC12. Drug 2: CC(C)CC(NC(=O)C(Cc1ccccc1)NC(=O)c1cnccn1)B(O)O. Cell line: LOVO. Synergy scores: synergy=9.84. (3) Drug 1: O=C(O)C1(Cc2cccc(Nc3nccs3)n2)CCC(Oc2cccc(Cl)c2F)CC1. Drug 2: CC1(c2nc3c(C(N)=O)cccc3[nH]2)CCCN1. Cell line: ES2. Synergy scores: synergy=10.5. (4) Drug 1: N.N.O=C(O)C1(C(=O)O)CCC1.[Pt]. Drug 2: O=C(O)C1(Cc2cccc(Nc3nccs3)n2)CCC(Oc2cccc(Cl)c2F)CC1. Cell line: PA1. Synergy scores: synergy=5.95. (5) Drug 1: CCN(CC)CCNC(=O)c1c(C)[nH]c(C=C2C(=O)Nc3ccc(F)cc32)c1C. Drug 2: CNC(=O)c1cc(Oc2ccc(NC(=O)Nc3ccc(Cl)c(C(F)(F)F)c3)cc2)ccn1. Cell line: SKMEL30. Synergy scores: synergy=5.52. (6) Drug 1: CN1C(=O)C=CC2(C)C3CCC4(C)C(NC(=O)OCC(F)(F)F)CCC4C3CCC12. Drug 2: O=C(NOCC(O)CO)c1ccc(F)c(F)c1Nc1ccc(I)cc1F. Cell line: ES2. Synergy scores: synergy=5.77. (7) Drug 1: O=C(CCCCCCC(=O)Nc1ccccc1)NO. Drug 2: CC1(c2nc3c(C(N)=O)cccc3[nH]2)CCCN1. Cell line: SKMEL30. Synergy scores: synergy=-0.199. (8) Drug 1: C=CCn1c(=O)c2cnc(Nc3ccc(N4CCN(C)CC4)cc3)nc2n1-c1cccc(C(C)(C)O)n1. Drug 2: Cn1c(=O)n(-c2ccc(C(C)(C)C#N)cc2)c2c3cc(-c4cnc5ccccc5c4)ccc3ncc21. Cell line: NCIH1650. Synergy scores: synergy=27.8. (9) Drug 1: CC1CC2C3CCC4=CC(=O)C=CC4(C)C3(F)C(O)CC2(C)C1(O)C(=O)CO. Drug 2: NC1(c2ccc(-c3nc4ccn5c(=O)[nH]nc5c4cc3-c3ccccc3)cc2)CCC1. Cell line: EFM192B. Synergy scores: synergy=-54.8.